Dataset: NCI-60 drug combinations with 297,098 pairs across 59 cell lines. Task: Regression. Given two drug SMILES strings and cell line genomic features, predict the synergy score measuring deviation from expected non-interaction effect. (1) Drug 1: CNC(=O)C1=NC=CC(=C1)OC2=CC=C(C=C2)NC(=O)NC3=CC(=C(C=C3)Cl)C(F)(F)F. Drug 2: C1=NNC2=C1C(=O)NC=N2. Cell line: SK-MEL-5. Synergy scores: CSS=1.55, Synergy_ZIP=1.43, Synergy_Bliss=-8.15, Synergy_Loewe=-2.79, Synergy_HSA=-4.83. (2) Drug 1: CCC1=C2CN3C(=CC4=C(C3=O)COC(=O)C4(CC)O)C2=NC5=C1C=C(C=C5)O. Drug 2: C1CN1C2=NC(=NC(=N2)N3CC3)N4CC4. Cell line: HOP-62. Synergy scores: CSS=55.3, Synergy_ZIP=0.744, Synergy_Bliss=2.11, Synergy_Loewe=-11.4, Synergy_HSA=2.11. (3) Drug 1: C1CCC(C(C1)N)N.C(=O)(C(=O)[O-])[O-].[Pt+4]. Drug 2: N.N.Cl[Pt+2]Cl. Cell line: HL-60(TB). Synergy scores: CSS=82.4, Synergy_ZIP=2.39, Synergy_Bliss=1.39, Synergy_Loewe=0.628, Synergy_HSA=4.63. (4) Drug 1: C1CNP(=O)(OC1)N(CCCl)CCCl. Drug 2: B(C(CC(C)C)NC(=O)C(CC1=CC=CC=C1)NC(=O)C2=NC=CN=C2)(O)O. Cell line: DU-145. Synergy scores: CSS=52.9, Synergy_ZIP=-2.69, Synergy_Bliss=-4.73, Synergy_Loewe=-38.4, Synergy_HSA=-5.94.